Dataset: Reaction yield outcomes from USPTO patents with 853,638 reactions. Task: Predict the reaction yield, written as a fraction of the theoretical maximum amount of product (1.0 means a 100% yield; for example, 0.34 means a 34% yield). (1) The reactants are N1C=CC=CC=1.[NH2:7][C:8]1[CH:9]=[C:10]([S:14][C:15]2[C:16]([CH2:32][CH3:33])=[N:17][N:18]([CH2:22][CH2:23][NH:24][C:25](=[O:31])[O:26][C:27]([CH3:30])([CH3:29])[CH3:28])[C:19]=2[CH2:20][CH3:21])[CH:11]=[CH:12][CH:13]=1.[CH3:34][S:35](Cl)(=[O:37])=[O:36]. The catalyst is ClCCl. The product is [CH2:32]([C:16]1[C:15]([S:14][C:10]2[CH:11]=[CH:12][CH:13]=[C:8]([NH:7][S:35]([CH3:34])(=[O:37])=[O:36])[CH:9]=2)=[C:19]([CH2:20][CH3:21])[N:18]([CH2:22][CH2:23][NH:24][C:25](=[O:31])[O:26][C:27]([CH3:28])([CH3:30])[CH3:29])[N:17]=1)[CH3:33]. The yield is 0.580. (2) The reactants are [Cl:1][C:2]1[CH:7]=[CH:6][C:5]([CH:8](Cl)[C:9]2[CH:14]=[CH:13][CH:12]=[CH:11][CH:10]=2)=[C:4]([CH3:16])[CH:3]=1.C([O-])([O-])=O.[K+].[K+].[C-:23]#[N:24].[Na+].O. The catalyst is CN(C=O)C. The product is [Cl:1][C:2]1[CH:7]=[CH:6][C:5]([CH:8]([C:9]2[CH:14]=[CH:13][CH:12]=[CH:11][CH:10]=2)[C:23]#[N:24])=[C:4]([CH3:16])[CH:3]=1. The yield is 1.00. (3) The reactants are [N:1]1[C:2]([CH2:10][CH:11]2[CH2:16][CH2:15][CH2:14][CH2:13][N:12]2[C:17]([O:19][C:20]([CH3:23])([CH3:22])[CH3:21])=[O:18])=[CH:3][N:4]2[CH:9]=[CH:8][CH:7]=[CH:6][C:5]=12.[I:24]I.OS([O-])=O.[Na+].[F-].[K+]. The catalyst is C(Cl)Cl.CO. The product is [I:24][C:3]1[N:4]2[CH:9]=[CH:8][CH:7]=[CH:6][C:5]2=[N:1][C:2]=1[CH2:10][C@@H:11]1[CH2:16][CH2:15][CH2:14][CH2:13][N:12]1[C:17]([O:19][C:20]([CH3:23])([CH3:22])[CH3:21])=[O:18]. The yield is 0.920. (4) The reactants are [Cl:1][C:2]1[C:11]2[C:6](=[CH:7][CH:8]=[C:9]([OH:12])[CH:10]=2)[N:5]=[C:4]([N:13]2[CH2:19][C:18]3[CH:20]=[CH:21][CH:22]=[CH:23][C:17]=3[S:16](=[O:25])(=[O:24])[CH2:15][CH2:14]2)[CH:3]=1.Br[CH2:27][CH2:28][OH:29].C(=O)([O-])[O-].[K+].[K+]. The catalyst is CC(C)=O. The product is [Cl:1][C:2]1[C:11]2[C:6](=[CH:7][CH:8]=[C:9]([O:12][CH2:27][CH2:28][OH:29])[CH:10]=2)[N:5]=[C:4]([N:13]2[CH2:19][C:18]3[CH:20]=[CH:21][CH:22]=[CH:23][C:17]=3[S:16](=[O:25])(=[O:24])[CH2:15][CH2:14]2)[CH:3]=1. The yield is 0.820. (5) The reactants are [CH3:1][O:2][C:3]1[CH:28]=[CH:27][C:6]([CH2:7][NH:8][C:9]2[C:10]([N+:24]([O-])=O)=[C:11]([CH:17]=[C:18]([C:20]([F:23])([F:22])[F:21])[N:19]=2)[C:12]([O:14][CH2:15][CH3:16])=[O:13])=[CH:5][CH:4]=1.[CH3:29]O. The catalyst is [Ni]. The product is [CH3:1][O:2][C:3]1[CH:28]=[CH:27][C:6]([CH2:7][N:8]2[C:9]3=[N:19][C:18]([C:20]([F:23])([F:22])[F:21])=[CH:17][C:11]([C:12]([O:14][CH2:15][CH3:16])=[O:13])=[C:10]3[N:24]=[CH:29]2)=[CH:5][CH:4]=1. The yield is 0.600.